From a dataset of Peptide-MHC class II binding affinity with 134,281 pairs from IEDB. Regression. Given a peptide amino acid sequence and an MHC pseudo amino acid sequence, predict their binding affinity value. This is MHC class II binding data. (1) The peptide sequence is CKYGSLKPNCGNKVV. The MHC is DRB1_1101 with pseudo-sequence DRB1_1101. The binding affinity (normalized) is 0.437. (2) The peptide sequence is VLTYNGKRLEPNWAS. The MHC is DRB1_1501 with pseudo-sequence DRB1_1501. The binding affinity (normalized) is 0.512.